This data is from Full USPTO retrosynthesis dataset with 1.9M reactions from patents (1976-2016). The task is: Predict the reactants needed to synthesize the given product. (1) The reactants are: [N+:1]([C:4]1[CH:5]=[C:6]2[C:10](=[CH:11][CH:12]=1)[NH:9][CH:8]=[CH:7]2)([O-:3])=[O:2].N1CCCC1.[C:18]([N:25]1[CH2:30][CH2:29][C:28](=O)[CH2:27][CH2:26]1)([O:20][C:21]([CH3:24])([CH3:23])[CH3:22])=[O:19]. Given the product [N+:1]([C:4]1[CH:5]=[C:6]2[C:10](=[CH:11][CH:12]=1)[NH:9][CH:8]=[C:7]2[C:28]1[CH2:29][CH2:30][N:25]([C:18]([O:20][C:21]([CH3:24])([CH3:23])[CH3:22])=[O:19])[CH2:26][CH:27]=1)([O-:3])=[O:2], predict the reactants needed to synthesize it. (2) Given the product [CH3:15][C:14]1[N:10]([CH2:9][C:5]2[CH:6]=[C:42]([CH:41]([OH:44])[CH2:43][OH:36])[CH:1]=[CH:3][CH:4]=2)[N:11]=[C:12]([C:16]2[O:20][N:19]=[C:18]([C:21]3[CH:26]=[CH:25][C:24]([O:27][C:28]([F:31])([F:30])[F:29])=[CH:23][CH:22]=3)[N:17]=2)[N:13]=1, predict the reactants needed to synthesize it. The reactants are: [CH:1]([C:3]1[CH:4]=[C:5]([CH2:9][N:10]2[C:14]([CH3:15])=[N:13][C:12]([C:16]3[O:20][N:19]=[C:18]([C:21]4[CH:26]=[CH:25][C:24]([O:27][C:28]([F:31])([F:30])[F:29])=[CH:23][CH:22]=4)[N:17]=3)=[N:11]2)[CH:6]=CC=1)=C.C[N+]1([O-])CC[O:36]CC1.C[C:41]([OH:44])([CH3:43])[CH3:42]. (3) Given the product [C:24]([CH2:23][O:22][C:21]1[CH:27]=[CH:28][C:18]([NH:17][CH2:16][C@@H:15]([NH:14][C:12](=[O:13])[C@@H:11]([NH:10][C@@H:3]([C:4]2[CH:5]=[CH:6][CH:7]=[CH:8][CH:9]=2)[C:2]([F:1])([F:39])[F:38])[CH2:33][C:34]([F:37])([CH3:35])[CH3:36])[CH2:31][CH3:32])=[C:19]([O:29][CH3:30])[CH:20]=1)(=[O:26])[NH2:41], predict the reactants needed to synthesize it. The reactants are: [F:1][C:2]([F:39])([F:38])[C@@H:3]([NH:10][C@@H:11]([CH2:33][C:34]([F:37])([CH3:36])[CH3:35])[C:12]([NH:14][C@@H:15]([CH2:31][CH3:32])[CH2:16][NH:17][C:18]1[CH:28]=[CH:27][C:21]([O:22][CH2:23][C:24]([OH:26])=O)=[CH:20][C:19]=1[O:29][CH3:30])=[O:13])[C:4]1[CH:9]=[CH:8][CH:7]=[CH:6][CH:5]=1.C[N:41](C(ON1N=NC2C=CC=NC1=2)=[N+](C)C)C.F[P-](F)(F)(F)(F)F.N.C(N(CC)CC)C. (4) Given the product [C:16]1([C:14]2[N:2]([CH2:4][C:5]([OH:7])=[O:6])[N:3]=[CH:12][CH:13]=2)[CH:21]=[CH:20][CH:19]=[CH:18][CH:17]=1, predict the reactants needed to synthesize it. The reactants are: Cl.[NH:2]([CH2:4][C:5]([O:7]CC)=[O:6])[NH2:3].CN(C)/[CH:12]=[CH:13]/[C:14]([C:16]1[CH:21]=[CH:20][CH:19]=[CH:18][CH:17]=1)=O.C([O-])([O-])=O.[K+].[K+].Cl. (5) The reactants are: [N:1]1[C:9]2[CH:8]=[CH:7][N:6]=[CH:5][C:4]=2[N:3]([C:10]2[S:14][C:13]([C:15]([O:17]C)=O)=[C:12]([O:19][CH2:20][C:21]3[CH:26]=[CH:25][CH:24]=[CH:23][C:22]=3[C:27]([F:30])([F:29])[F:28])[CH:11]=2)[CH:2]=1.[NH3:31]. Given the product [N:1]1[C:9]2[CH:8]=[CH:7][N:6]=[CH:5][C:4]=2[N:3]([C:10]2[S:14][C:13]([C:15]([NH2:31])=[O:17])=[C:12]([O:19][CH2:20][C:21]3[CH:26]=[CH:25][CH:24]=[CH:23][C:22]=3[C:27]([F:28])([F:29])[F:30])[CH:11]=2)[CH:2]=1, predict the reactants needed to synthesize it.